This data is from NCI-60 drug combinations with 297,098 pairs across 59 cell lines. The task is: Regression. Given two drug SMILES strings and cell line genomic features, predict the synergy score measuring deviation from expected non-interaction effect. Cell line: RXF 393. Synergy scores: CSS=52.3, Synergy_ZIP=-9.10, Synergy_Bliss=-11.4, Synergy_Loewe=-10.8, Synergy_HSA=-5.08. Drug 1: CN(CC1=CN=C2C(=N1)C(=NC(=N2)N)N)C3=CC=C(C=C3)C(=O)NC(CCC(=O)O)C(=O)O. Drug 2: CC1C(C(CC(O1)OC2CC(CC3=C2C(=C4C(=C3O)C(=O)C5=CC=CC=C5C4=O)O)(C(=O)C)O)N)O.